Dataset: Reaction yield outcomes from USPTO patents with 853,638 reactions. Task: Predict the reaction yield, written as a fraction of the theoretical maximum amount of product (1.0 means a 100% yield; for example, 0.34 means a 34% yield). The yield is 0.220. The catalyst is C(OCC)(=O)C. The product is [CH2:6]([NH:5][C:3](=[O:4])[C@H:2]([NH:1][S:26]([CH3:25])(=[O:28])=[O:27])[CH2:13][O:14][CH:15]([F:16])[F:17])[C:7]1[CH:12]=[CH:11][CH:10]=[CH:9][CH:8]=1. The reactants are [NH2:1][C@H:2]([CH2:13][O:14][CH:15]([F:17])[F:16])[C:3]([NH:5][CH2:6][C:7]1[CH:12]=[CH:11][CH:10]=[CH:9][CH:8]=1)=[O:4].C(N(CC)CC)C.[CH3:25][S:26](Cl)(=[O:28])=[O:27].